This data is from Forward reaction prediction with 1.9M reactions from USPTO patents (1976-2016). The task is: Predict the product of the given reaction. Given the reactants [C:1]1([C:7]2[NH:8][C:9]([CH:12]3[CH2:17][CH2:16][N:15](C(OC(C)(C)C)=O)[CH2:14][CH2:13]3)=[N:10][N:11]=2)[CH:6]=[CH:5][CH:4]=[CH:3][CH:2]=1.C(O)(C(F)(F)F)=O, predict the reaction product. The product is: [C:1]1([C:7]2[NH:8][C:9]([CH:12]3[CH2:17][CH2:16][NH:15][CH2:14][CH2:13]3)=[N:10][N:11]=2)[CH:2]=[CH:3][CH:4]=[CH:5][CH:6]=1.